Predict the reaction yield, written as a fraction of the theoretical maximum amount of product (1.0 means a 100% yield; for example, 0.34 means a 34% yield). From a dataset of Reaction yield outcomes from USPTO patents with 853,638 reactions. (1) The reactants are [NH2:1][C:2]1[N:7]=[CH:6][C:5]([N:8]2[CH2:13][CH2:12][N:11]([C:14]([C:16]3[CH:21]=[CH:20][CH:19]=[CH:18][C:17]=3[C:22]([F:25])([F:24])[F:23])=[O:15])[CH2:10][CH2:9]2)=[CH:4][CH:3]=1.[CH2:26]([S:32](Cl)(=[O:34])=[O:33])[CH2:27][CH2:28][CH2:29][CH2:30][CH3:31]. The catalyst is N1C=CC=CC=1.C(OCC)(=O)C. The product is [F:23][C:22]([F:25])([F:24])[C:17]1[CH:18]=[CH:19][CH:20]=[CH:21][C:16]=1[C:14]([N:11]1[CH2:10][CH2:9][N:8]([C:5]2[CH:4]=[CH:3][C:2]([NH:1][S:32]([CH2:26][CH2:27][CH2:28][CH2:29][CH2:30][CH3:31])(=[O:34])=[O:33])=[N:7][CH:6]=2)[CH2:13][CH2:12]1)=[O:15]. The yield is 0.0800. (2) The reactants are CC1C=CC(S(O[CH2:12][CH2:13][C@@H:14]([OH:21])[C:15]2[CH:20]=[CH:19][CH:18]=[CH:17][CH:16]=2)(=O)=O)=CC=1.[N:22]([C:25]1[CH:30]=[CH:29][CH:28]=[C:27]([CH3:31])[CH:26]=1)=[C:23]=[O:24].C1CCN2C(=NCCC2)CC1. The catalyst is C(Cl)Cl. The product is [C:15]1([C@@H:14]2[O:21][C:23](=[O:24])[N:22]([C:25]3[CH:26]=[C:27]([CH3:31])[CH:28]=[CH:29][CH:30]=3)[CH2:12][CH2:13]2)[CH:16]=[CH:17][CH:18]=[CH:19][CH:20]=1. The yield is 0.0600. (3) The reactants are [C:1]12C=[C:10]3[N:11]=[C:7]([CH:8]=[CH:9]3)[CH:6]=[C:4]3[NH:5][C:1]([CH:2]=[CH:3]3)=C[C:10]3=[N:11][C:7]([CH:8]=[CH:9]3)=[CH:6][C:4]([NH:5]1)=[CH:3][CH:2]=2.N1C=CC=C1. No catalyst specified. The product is [CH:9]1[CH:8]=[C:7]([CH2:6][C:4]2[NH:5][CH:1]=[CH:2][CH:3]=2)[NH:11][CH:10]=1. The yield is 0.310. (4) The yield is 0.940. The reactants are [CH3:1][O:2][C:3]1[CH:8]=[CH:7][CH:6]=[CH:5][C:4]=1[N:9]1[CH2:14][CH2:13][N:12](C(OC(C)(C)C)=O)[CH2:11][CH2:10]1. The catalyst is CO.Cl. The product is [CH3:1][O:2][C:3]1[CH:8]=[CH:7][CH:6]=[CH:5][C:4]=1[N:9]1[CH2:14][CH2:13][NH:12][CH2:11][CH2:10]1.